From a dataset of HIV replication inhibition screening data with 41,000+ compounds from the AIDS Antiviral Screen. Binary Classification. Given a drug SMILES string, predict its activity (active/inactive) in a high-throughput screening assay against a specified biological target. (1) The result is 0 (inactive). The compound is CCOP(=O)(OCC)C(C#N)=Cc1cccc(Cl)c1. (2) The molecule is Cc1cc(C)c(NS(=O)c2cccc(Cl)c2)c(C)c1. The result is 0 (inactive). (3) The drug is CCN(CC)CCNC(=O)c1nn(-c2ccc(Cl)cc2)c2c1CCc1cc(OC)ccc1-2. The result is 0 (inactive). (4) The drug is COc1cc(C(O)(CC#N)c2cc3c(cc2Br)OCO3)cc(OC)c1OC. The result is 0 (inactive). (5) The drug is CNC(=S)C(C#N)=C(N)N1CCCC1. The result is 0 (inactive).